From a dataset of Reaction yield outcomes from USPTO patents with 853,638 reactions. Predict the reaction yield, written as a fraction of the theoretical maximum amount of product (1.0 means a 100% yield; for example, 0.34 means a 34% yield). The reactants are [OH:1][CH2:2][C:3]1[CH:4]=[C:5]([CH:10]=[CH:11][N:12]=1)[C:6]([O:8][CH3:9])=[O:7].CC(OI1(OC(C)=O)(OC(C)=O)OC(=O)C2C=CC=CC1=2)=O.[Na]. The catalyst is ClCCl.C([O-])(O)=O.[Na+]. The product is [CH:2]([C:3]1[CH:4]=[C:5]([CH:10]=[CH:11][N:12]=1)[C:6]([O:8][CH3:9])=[O:7])=[O:1]. The yield is 0.850.